From a dataset of NCI-60 drug combinations with 297,098 pairs across 59 cell lines. Regression. Given two drug SMILES strings and cell line genomic features, predict the synergy score measuring deviation from expected non-interaction effect. Drug 1: CCC1(CC2CC(C3=C(CCN(C2)C1)C4=CC=CC=C4N3)(C5=C(C=C6C(=C5)C78CCN9C7C(C=CC9)(C(C(C8N6C)(C(=O)OC)O)OC(=O)C)CC)OC)C(=O)OC)O.OS(=O)(=O)O. Drug 2: C1=NC(=NC(=O)N1C2C(C(C(O2)CO)O)O)N. Cell line: TK-10. Synergy scores: CSS=11.4, Synergy_ZIP=-8.15, Synergy_Bliss=2.59, Synergy_Loewe=-3.92, Synergy_HSA=-3.22.